This data is from Catalyst prediction with 721,799 reactions and 888 catalyst types from USPTO. The task is: Predict which catalyst facilitates the given reaction. (1) Reactant: Cl[C:2]1[CH:3]=[CH:4][C:5]2[N:6]([C:8]([C:11]3[S:19][C:14]4=[CH:15][N:16]=[CH:17][CH:18]=[C:13]4[CH:12]=3)=[CH:9][N:10]=2)[N:7]=1.O.C1(C)C=CC(S(O)(=O)=O)=CC=1.[NH2:32][C@H:33]1[CH2:38][CH2:37][C@H:36]([OH:39])[CH2:35][CH2:34]1. Product: [S:19]1[C:14]2[CH:13]=[CH:18][CH:17]=[N:16][C:15]=2[CH:12]=[C:11]1[C:8]1[N:6]2[N:7]=[C:2]([NH:32][C@H:33]3[CH2:38][CH2:37][C@H:36]([OH:39])[CH2:35][CH2:34]3)[CH:3]=[CH:4][C:5]2=[N:10][CH:9]=1. The catalyst class is: 58. (2) Reactant: C[O:2][C:3](=[O:11])[C:4]1[CH:9]=[CH:8][CH:7]=[C:6]([NH2:10])[CH:5]=1.[N:12]([CH2:15][C:16](OCC)=[O:17])=[C:13]=[O:14]. Product: [O:14]=[C:13]1[NH:12][CH2:15][C:16](=[O:17])[N:10]1[C:6]1[CH:5]=[C:4]([CH:9]=[CH:8][CH:7]=1)[C:3]([OH:2])=[O:11]. The catalyst class is: 2. (3) Reactant: [C:1]([S:4][CH:5]([CH:10]1[CH2:19][CH2:18][C:13]2([O:17][CH2:16][CH2:15][O:14]2)[CH2:12][CH2:11]1)[C:6]([O:8][CH3:9])=[O:7])(=O)[CH3:2].C[O-].[Na+].[F:23][C:24]([F:29])([F:28])CCI.O. Product: [O:17]1[C:13]2([CH2:18][CH2:19][CH:10]([CH:5]([S:4][CH2:1][CH2:2][C:24]([F:29])([F:28])[F:23])[C:6]([O:8][CH3:9])=[O:7])[CH2:11][CH2:12]2)[O:14][CH2:15][CH2:16]1. The catalyst class is: 5.